From a dataset of Reaction yield outcomes from USPTO patents with 853,638 reactions. Predict the reaction yield, written as a fraction of the theoretical maximum amount of product (1.0 means a 100% yield; for example, 0.34 means a 34% yield). The product is [Cl:1][C:2]1[CH:3]=[C:4]2[C:9](=[C:10]([Cl:12])[CH:11]=1)[CH2:8][N:7]([CH3:13])[CH2:6][CH:5]2[C:14]1[CH:15]=[C:16]([S:20]([N:23]([CH2:24][C:25]([OH:27])=[O:26])[CH2:30][P:31]([OH:34])([OH:33])=[O:32])(=[O:22])=[O:21])[CH:17]=[CH:18][CH:19]=1. The reactants are [Cl:1][C:2]1[CH:3]=[C:4]2[C:9](=[C:10]([Cl:12])[CH:11]=1)[CH2:8][N:7]([CH3:13])[CH2:6][CH:5]2[C:14]1[CH:15]=[C:16]([S:20]([N:23]([CH2:30][P:31](=[O:34])([OH:33])[OH:32])[CH2:24][C:25]([O:27]CC)=[O:26])(=[O:22])=[O:21])[CH:17]=[CH:18][CH:19]=1.[OH-].[Li+]. The yield is 0.350. The catalyst is O1CCCC1.O.